From a dataset of Forward reaction prediction with 1.9M reactions from USPTO patents (1976-2016). Predict the product of the given reaction. Given the reactants [CH2:1]1[C:6](=O)[CH2:5][CH2:4][N:3]([CH2:8][C:9]2[CH:14]=[CH:13][CH:12]=[CH:11][CH:10]=2)[CH2:2]1.Cl.[CH2:16]([NH2:18])[CH3:17].[C-:19]#[N:20].[K+].C(O)(C)C, predict the reaction product. The product is: [CH2:8]([N:3]1[CH2:4][CH2:5][C:6]([NH:18][CH2:16][CH3:17])([C:19]#[N:20])[CH2:1][CH2:2]1)[C:9]1[CH:14]=[CH:13][CH:12]=[CH:11][CH:10]=1.